Dataset: Reaction yield outcomes from USPTO patents with 853,638 reactions. Task: Predict the reaction yield, written as a fraction of the theoretical maximum amount of product (1.0 means a 100% yield; for example, 0.34 means a 34% yield). (1) The reactants are [N+:1]([C:4]1[CH:5]=[C:6]([C:10]2[CH:11]=[CH:12][C:13]([NH2:16])=[N:14][CH:15]=2)[CH:7]=[CH:8][CH:9]=1)([O-])=O.N1C=CC=CC=1.[C:23](O[C:23]([C:25]([F:28])([F:27])[F:26])=[O:24])([C:25]([F:28])([F:27])[F:26])=[O:24].Cl. The catalyst is C(Cl)Cl.CCOC(C)=O.O=[Pt]=O. The product is [NH2:1][C:4]1[CH:5]=[C:6]([C:10]2[CH:11]=[CH:12][C:13]([NH:16][C:23](=[O:24])[C:25]([F:28])([F:27])[F:26])=[N:14][CH:15]=2)[CH:7]=[CH:8][CH:9]=1. The yield is 0.950. (2) The reactants are [N:1]1([C:10]2[S:14][C:13]([C:15]([O:17][CH3:18])=[O:16])=[C:12](OS(C(F)(F)F)(=O)=O)[CH:11]=2)[C:5]2[CH:6]=[CH:7][CH:8]=[CH:9][C:4]=2[N:3]=[CH:2]1.C(=O)([O-])[O-].[Cs+].[Cs+].C1(P(C2C=CC=CC=2)C2C=CC3C(=CC=CC=3)C=2C2C3C(=CC=CC=3)C=CC=2P(C2C=CC=CC=2)C2C=CC=CC=2)C=CC=CC=1.[NH2:79][C:80]1[CH:85]=[CH:84][CH:83]=[CH:82][CH:81]=1. The catalyst is C1C=CC(/C=C/C(/C=C/C2C=CC=CC=2)=O)=CC=1.C1C=CC(/C=C/C(/C=C/C2C=CC=CC=2)=O)=CC=1.C1C=CC(/C=C/C(/C=C/C2C=CC=CC=2)=O)=CC=1.[Pd].[Pd].C1(C)C=CC=CC=1. The product is [NH:79]([C:12]1[CH:11]=[C:10]([N:1]2[C:5]3[CH:6]=[CH:7][CH:8]=[CH:9][C:4]=3[N:3]=[CH:2]2)[S:14][C:13]=1[C:15]([O:17][CH3:18])=[O:16])[C:80]1[CH:85]=[CH:84][CH:83]=[CH:82][CH:81]=1. The yield is 0.800. (3) The reactants are C1(C(C2C=CC=CC=2)[N:8]2[CH2:11][CH:10]([S:12]([CH2:15][CH2:16][CH2:17][CH2:18][CH3:19])(=[O:14])=[O:13])[CH2:9]2)C=CC=CC=1.[Cl:26]CCCl.ClC(OC(Cl)C)=O. The catalyst is CO. The product is [ClH:26].[CH2:15]([S:12]([CH:10]1[CH2:11][NH:8][CH2:9]1)(=[O:14])=[O:13])[CH2:16][CH2:17][CH2:18][CH3:19]. The yield is 0.450. (4) The reactants are C(OC([N:11]1[CH2:16][CH2:15][N:14]([CH3:17])[CH2:13][CH:12]1[C:18]([C:20]1[O:21][C:22]2[CH:28]=[CH:27][C:26]([F:29])=[CH:25][C:23]=2[CH:24]=1)=[O:19])=O)C1C=CC=CC=1.CO. The catalyst is C(OCC)(=O)C.[Pd]. The product is [F:29][C:26]1[CH:27]=[CH:28][C:22]2[O:21][C:20]([CH:18]([CH:12]3[CH2:13][N:14]([CH3:17])[CH2:15][CH2:16][NH:11]3)[OH:19])=[CH:24][C:23]=2[CH:25]=1. The yield is 0.900. (5) The reactants are [Cl:1][CH2:2][CH2:3][C:4]([C:6]1[CH:11]=[CH:10][CH:9]=[CH:8][CH:7]=1)=[O:5].[CH2:12]([Mg]Br)[CH:13]=[CH2:14]. The catalyst is C1COCC1. The product is [Cl:1][CH2:2][CH2:3][C:4]([C:6]1[CH:11]=[CH:10][CH:9]=[CH:8][CH:7]=1)([OH:5])[CH2:14][CH:13]=[CH2:12]. The yield is 0.860. (6) The reactants are Br.Br.[CH3:3][C:4]([N:9]1[CH2:14][CH2:13][N:12]([CH3:15])[CH2:11][CH2:10]1)([CH3:8])[C:5]([OH:7])=O.C(N(C(C)C)CC)(C)C.[CH2:25]1[C:30]2=[CH:31][C:32]3[CH:33]=[CH:34][CH:35]=[CH:36][C:37]=3[N:29]2[CH2:28][CH2:27][NH:26]1.C[NH3+].F[P-](F)(F)(F)(F)F.N1(OC(N(C)C)=[N+](C)C)C2N=CC=CC=2N=N1.F[P-](F)(F)(F)(F)F. The catalyst is C1COCC1. The product is [CH2:25]1[C:30]2=[CH:31][C:32]3[CH:33]=[CH:34][CH:35]=[CH:36][C:37]=3[N:29]2[CH2:28][CH2:27][N:26]1[C:5](=[O:7])[C:4]([CH3:3])([N:9]1[CH2:14][CH2:13][N:12]([CH3:15])[CH2:11][CH2:10]1)[CH3:8]. The yield is 0.520. (7) The reactants are Br[C:2]1[CH:3]=[C:4]([N:8]2[CH2:13][CH2:12][N:11]([C:14]([O:16][C:17]([CH3:20])([CH3:19])[CH3:18])=[O:15])[CH2:10][CH2:9]2)[CH:5]=[CH:6][CH:7]=1.[CH3:21][C:22]1([CH3:38])[C:26]([CH3:28])([CH3:27])[O:25][B:24]([B:24]2[O:25][C:26]([CH3:28])([CH3:27])[C:22]([CH3:38])([CH3:21])[O:23]2)[O:23]1.CC([O-])=O.[K+]. The catalyst is O1CCOCC1.C1C=CC(P(C2C=CC=CC=2)[C-]2C=CC=C2)=CC=1.C1C=CC(P(C2C=CC=CC=2)[C-]2C=CC=C2)=CC=1.Cl[Pd]Cl.[Fe+2]. The product is [CH3:21][C:22]1([CH3:38])[C:26]([CH3:28])([CH3:27])[O:25][B:24]([C:2]2[CH:3]=[C:4]([N:8]3[CH2:13][CH2:12][N:11]([C:14]([O:16][C:17]([CH3:20])([CH3:19])[CH3:18])=[O:15])[CH2:10][CH2:9]3)[CH:5]=[CH:6][CH:7]=2)[O:23]1. The yield is 0.832. (8) The reactants are [CH:1]1([C:6]2[CH:7]=[C:8]([NH2:18])[CH:9]=[N:10][C:11]=2[O:12][CH2:13][C:14]([F:17])([F:16])[F:15])[CH2:5][CH2:4][CH2:3][CH2:2]1.[C:19](O)(=[O:26])[C:20]1[CH:25]=[CH:24][CH:23]=[CH:22][CH:21]=1. No catalyst specified. The product is [CH:1]1([C:6]2[CH:7]=[C:8]([NH:18][C:19](=[O:26])[C:20]3[CH:25]=[CH:24][CH:23]=[CH:22][CH:21]=3)[CH:9]=[N:10][C:11]=2[O:12][CH2:13][C:14]([F:15])([F:16])[F:17])[CH2:2][CH2:3][CH2:4][CH2:5]1. The yield is 0.493.